This data is from Full USPTO retrosynthesis dataset with 1.9M reactions from patents (1976-2016). The task is: Predict the reactants needed to synthesize the given product. (1) Given the product [OH:31][C@H:28]1[CH2:29][N:30]([C:32]([O:34][C:35]([CH3:38])([CH3:37])[CH3:36])=[O:33])[C@H:25]([CH3:24])[CH2:26][CH2:27]1, predict the reactants needed to synthesize it. The reactants are: C([N@+]1([O-])C[C@H](O)CC[C@H]1C)C1C=CC=CC=1.C(N(CC)CC)C.[CH3:24][C@H:25]1[NH:30][CH2:29][C@H:28]([OH:31])[CH2:27][CH2:26]1.[C:32](O[C:32]([O:34][C:35]([CH3:38])([CH3:37])[CH3:36])=[O:33])([O:34][C:35]([CH3:38])([CH3:37])[CH3:36])=[O:33]. (2) The reactants are: CN(C=C(C(=O)C1C=CC=CC=1)[C:6]([NH:8][C:9]1[CH:14]=[CH:13][CH:12]=[CH:11][CH:10]=1)=O)C.[C:23]([CH2:31][C:32]([NH:34][C:35]1[CH:40]=[CH:39][CH:38]=[CH:37][CH:36]=1)=[O:33])(=[O:30])[C:24]1[CH:29]=[CH:28][CH:27]=[CH:26][CH:25]=1.COC([O:47][CH3:48])N(C)C.[CH2:49](Cl)Cl. Given the product [CH2:48]([O:47][C:12]1[CH:11]=[CH:10][C:9]([NH:8][CH:6]=[C:31]([C:23](=[O:30])[C:24]2[CH:25]=[CH:26][CH:27]=[CH:28][CH:29]=2)[C:32]([NH:34][C:35]2[CH:40]=[CH:39][CH:38]=[CH:37][CH:36]=2)=[O:33])=[CH:14][CH:13]=1)[CH3:49], predict the reactants needed to synthesize it. (3) Given the product [F:1][C:2]1[CH:7]=[CH:6][C:5]([N:8]2[CH2:13][CH2:12][N:11]([S:14]([C:17]3[CH:22]=[CH:21][CH:20]=[C:19]([CH:23]4[CH2:28][CH2:27][N:26]([CH3:34])[CH2:25][CH2:24]4)[CH:18]=3)(=[O:16])=[O:15])[C@H:10]([CH3:29])[CH2:9]2)=[C:4]([C:30]([F:33])([F:31])[F:32])[CH:3]=1, predict the reactants needed to synthesize it. The reactants are: [F:1][C:2]1[CH:7]=[CH:6][C:5]([N:8]2[CH2:13][CH2:12][N:11]([S:14]([C:17]3[CH:22]=[CH:21][CH:20]=[C:19]([CH:23]4[CH2:28][CH2:27][NH:26][CH2:25][CH2:24]4)[CH:18]=3)(=[O:16])=[O:15])[C@H:10]([CH3:29])[CH2:9]2)=[C:4]([C:30]([F:33])([F:32])[F:31])[CH:3]=1.[CH3:34]C(O)=O.[BH3-]C#N.[Na+]. (4) Given the product [CH:1]1([N:5]2[CH2:11][CH2:10][C:9]3[CH:12]=[CH:13][C:14]([O:16][C:17]4[CH:22]=[CH:21][C:20]([N:28]5[CH2:29][CH2:30][N:26]([CH3:25])[C:27]5=[O:31])=[CH:19][C:18]=4[F:24])=[CH:15][C:8]=3[CH2:7][CH2:6]2)[CH2:4][CH2:3][CH2:2]1, predict the reactants needed to synthesize it. The reactants are: [CH:1]1([N:5]2[CH2:11][CH2:10][C:9]3[CH:12]=[CH:13][C:14]([O:16][C:17]4[CH:22]=[CH:21][C:20](I)=[CH:19][C:18]=4[F:24])=[CH:15][C:8]=3[CH2:7][CH2:6]2)[CH2:4][CH2:3][CH2:2]1.[CH3:25][N:26]1[CH2:30][CH2:29][NH:28][C:27]1=[O:31].C(=O)([O-])[O-].[K+].[K+].CNCCNC. (5) The reactants are: [OH:1][CH2:2][C:3]1([CH2:6][N:7]2[C:15]3[C:14]([O:16][CH3:17])=[N:13][C:12]([N:18]4[CH:22]=[C:21]([C:23]([O:25][CH2:26][CH3:27])=[O:24])[CH:20]=[N:19]4)=[N:11][C:10]=3[CH:9]=[N:8]2)[CH2:5][CH2:4]1.[Cl:28][C:29]1[CH:34]=[CH:33][C:32](O)=[CH:31][CH:30]=1. Given the product [Cl:28][C:29]1[CH:34]=[CH:33][C:32]([O:1][CH2:2][C:3]2([CH2:6][N:7]3[C:15]4[C:14]([O:16][CH3:17])=[N:13][C:12]([N:18]5[CH:22]=[C:21]([C:23]([O:25][CH2:26][CH3:27])=[O:24])[CH:20]=[N:19]5)=[N:11][C:10]=4[CH:9]=[N:8]3)[CH2:5][CH2:4]2)=[CH:31][CH:30]=1, predict the reactants needed to synthesize it. (6) Given the product [CH:1]1([CH2:4][N:5]([CH2:15][CH2:16][CH3:17])[C:6]2[N:11]=[CH:10][N:9]=[C:8]([C:12]([NH:40][C:39]3[CH:41]=[CH:42][CH:43]=[C:37]([N:32]4[CH:36]=[N:35][CH:34]=[N:33]4)[CH:38]=3)=[O:14])[CH:7]=2)[CH2:2][CH2:3]1, predict the reactants needed to synthesize it. The reactants are: [CH:1]1([CH2:4][N:5]([CH2:15][CH2:16][CH3:17])[C:6]2[N:11]=[CH:10][N:9]=[C:8]([C:12]([OH:14])=O)[CH:7]=2)[CH2:3][CH2:2]1.C(N(C(C)C)CC)(C)C.ClC(OC)=O.[N:32]1([C:37]2[CH:38]=[C:39]([CH:41]=[CH:42][CH:43]=2)[NH2:40])[CH:36]=[N:35][CH:34]=[N:33]1. (7) Given the product [OH:33][CH2:32][CH2:31][C:28]1[CH:29]=[CH:30][C:25]([NH:24][C:13]2[N:14]=[CH:15][C:10]3[CH:9]=[C:8]([O:1][C:2]4[CH:7]=[CH:6][CH:5]=[CH:4][CH:3]=4)[C:21](=[O:22])[N:20]([CH3:23])[C:11]=3[N:12]=2)=[CH:26][CH:27]=1, predict the reactants needed to synthesize it. The reactants are: [O:1]([C:8]1[C:21](=[O:22])[N:20]([CH3:23])[C:11]2[N:12]=[C:13](S(C)(=O)=O)[N:14]=[CH:15][C:10]=2[CH:9]=1)[C:2]1[CH:7]=[CH:6][CH:5]=[CH:4][CH:3]=1.[NH2:24][C:25]1[CH:30]=[CH:29][C:28]([CH2:31][CH2:32][OH:33])=[CH:27][CH:26]=1.CO.